This data is from Full USPTO retrosynthesis dataset with 1.9M reactions from patents (1976-2016). The task is: Predict the reactants needed to synthesize the given product. Given the product [CH3:52][C:53]1[CH:54]=[C:55]([N:60]2[CH2:61][CH2:62][N:63]([C:35]3[N:40]=[CH:39][N:38]=[C:37]([NH:41][C:42]4[C:43]([CH3:51])=[C:44]([CH:48]=[CH:49][CH:50]=4)[C:45]([NH2:47])=[O:46])[N:36]=3)[CH2:64][CH2:65]2)[CH:56]=[CH:57][C:58]=1[CH3:59], predict the reactants needed to synthesize it. The reactants are: ClC1N=C(Cl)N=CN=1.CN(C=O)C.C(N(C(C)C)C(C)C)C.NC1C(C)=C(C=CC=1)C(N)=O.Cl[C:35]1[N:40]=[CH:39][N:38]=[C:37]([NH:41][C:42]2[C:43]([CH3:51])=[C:44]([CH:48]=[CH:49][CH:50]=2)[C:45]([NH2:47])=[O:46])[N:36]=1.[CH3:52][C:53]1[CH:54]=[C:55]([N:60]2[CH2:65][CH2:64][NH:63][CH2:62][CH2:61]2)[CH:56]=[CH:57][C:58]=1[CH3:59].